This data is from Forward reaction prediction with 1.9M reactions from USPTO patents (1976-2016). The task is: Predict the product of the given reaction. (1) Given the reactants [NH2:1][C:2]1[CH:3]=[CH:4][C:5]([CH3:24])=[C:6]([C:8]2[N:13]=[N:12][C:11]([O:14][CH2:15][CH2:16][OH:17])=[C:10]([N:18]3[CH2:23][CH2:22][O:21][CH2:20][CH2:19]3)[CH:9]=2)[CH:7]=1.[F:25][C:26]([F:37])([F:36])[C:27]1[CH:28]=[C:29]([CH:33]=[CH:34][N:35]=1)[C:30](O)=[O:31].C(Cl)CCl.C1C=NC2N(O)N=NC=2C=1, predict the reaction product. The product is: [OH:17][CH2:16][CH2:15][O:14][C:11]1[N:12]=[N:13][C:8]([C:6]2[CH:7]=[C:2]([NH:1][C:30](=[O:31])[C:29]3[CH:33]=[CH:34][N:35]=[C:27]([C:26]([F:37])([F:25])[F:36])[CH:28]=3)[CH:3]=[CH:4][C:5]=2[CH3:24])=[CH:9][C:10]=1[N:18]1[CH2:19][CH2:20][O:21][CH2:22][CH2:23]1. (2) Given the reactants C([O:3][C:4]([C:6]1([S:14]([C:17]2[CH:22]=[CH:21][C:20]([O:23][CH3:24])=[CH:19][CH:18]=2)(=[O:16])=[O:15])[CH2:11][CH2:10][N:9]([CH2:12][CH3:13])[CH2:8][CH2:7]1)=[O:5])C, predict the reaction product. The product is: [CH2:12]([N:9]1[CH2:8][CH2:7][C:6]([S:14]([C:17]2[CH:18]=[CH:19][C:20]([O:23][CH3:24])=[CH:21][CH:22]=2)(=[O:16])=[O:15])([C:4]([OH:5])=[O:3])[CH2:11][CH2:10]1)[CH3:13].